Dataset: Full USPTO retrosynthesis dataset with 1.9M reactions from patents (1976-2016). Task: Predict the reactants needed to synthesize the given product. (1) Given the product [CH3:8][C:6]1([CH3:7])[C:2]([CH3:16])([CH3:1])[O:3][B:4]([C:9]2[CH:14]=[CH:13][C:12]([NH:15][S:18]([CH3:17])(=[O:20])=[O:19])=[CH:11][CH:10]=2)[O:5]1, predict the reactants needed to synthesize it. The reactants are: [CH3:1][C:2]1([CH3:16])[C:6]([CH3:8])([CH3:7])[O:5][B:4]([C:9]2[CH:14]=[CH:13][C:12]([NH2:15])=[CH:11][CH:10]=2)[O:3]1.[CH3:17][S:18](Cl)(=[O:20])=[O:19]. (2) Given the product [Cl:1][C:2]1[CH:3]=[C:4]([CH:48]=[CH:49][CH:50]=1)[CH2:5][N:6]1[CH2:7][CH2:8][C:9]2([C:19]3[C:18](=[O:20])[N:17]([CH2:21][C@H:22]([NH:29][CH2:30][CH2:31][CH2:60][C:59]([OH:62])=[O:61])[C:23]4[CH:24]=[CH:25][CH:26]=[CH:27][CH:28]=4)[C:16](=[O:35])[N:15]([CH2:36][C:37]4[C:42]([C:43]([F:44])([F:46])[F:45])=[CH:41][CH:40]=[CH:39][C:38]=4[F:47])[C:14]=3[CH2:13][O:12]2)[CH2:10][CH2:11]1, predict the reactants needed to synthesize it. The reactants are: [Cl:1][C:2]1[CH:3]=[C:4]([CH:48]=[CH:49][CH:50]=1)[CH2:5][N:6]1[CH2:11][CH2:10][C:9]2([C:19]3[C:18](=[O:20])[N:17]([CH2:21][C@H:22]([NH:29][CH2:30][CH2:31]CC#N)[C:23]4[CH:28]=[CH:27][CH:26]=[CH:25][CH:24]=4)[C:16](=[O:35])[N:15]([CH2:36][C:37]4[C:42]([C:43]([F:46])([F:45])[F:44])=[CH:41][CH:40]=[CH:39][C:38]=4[F:47])[C:14]=3[CH2:13][O:12]2)[CH2:8][CH2:7]1.S(=O)(=O)(O)O.[OH-].[Na+].Cl.[C:59]([OH:62])(=[O:61])[CH3:60]. (3) Given the product [CH2:12]([O:11][C:9](=[O:10])[CH:14]([CH3:15])[CH2:7][C:2]1[CH:3]=[CH:4][CH:5]=[CH:6][N:1]=1)[CH3:13], predict the reactants needed to synthesize it. The reactants are: [N:1]1[CH:6]=[CH:5][CH:4]=[CH:3][C:2]=1[CH:7]=O.[C:9]([CH2:14][CH:15]=P(C1C=CC=CC=1)(C1C=CC=CC=1)C1C=CC=CC=1)([O:11][CH2:12][CH3:13])=[O:10]. (4) Given the product [N+:12]([C:11]1[CH:10]=[C:9]2[C:4]([CH:5]=[CH:6][CH:7]=[N:8]2)=[CH:3][C:2]=1[CH:1]=[O:19])([O-:14])=[O:13], predict the reactants needed to synthesize it. The reactants are: [CH3:1][C:2]1[CH:3]=[C:4]2[C:9](=[CH:10][C:11]=1[N+:12]([O-:14])=[O:13])[N:8]=[CH:7][CH:6]=[CH:5]2.C([O:19]C(N(C)C)N(C)C)(C)(C)C. (5) The reactants are: Cl.[F:2][C:3]1[CH:4]=[CH:5][C:6]([N:9]2[CH:13]=[CH:12][C:11]([CH2:14][CH2:15][NH:16][CH3:17])=[N:10]2)=[N:7][CH:8]=1.[N:18]1[N:19]([C:23]2[CH:31]=[CH:30][CH:29]=[CH:28][C:24]=2[C:25]([OH:27])=O)[N:20]=[CH:21][CH:22]=1. Given the product [F:2][C:3]1[CH:4]=[CH:5][C:6]([N:9]2[CH:13]=[CH:12][C:11]([CH2:14][CH2:15][N:16]([CH3:17])[C:25](=[O:27])[C:24]3[CH:28]=[CH:29][CH:30]=[CH:31][C:23]=3[N:19]3[N:18]=[CH:22][CH:21]=[N:20]3)=[N:10]2)=[N:7][CH:8]=1, predict the reactants needed to synthesize it. (6) Given the product [CH3:1][O:2][C:3]1[CH:4]=[C:5]2[C:10](=[CH:11][C:12]=1[O:13][CH3:14])[C@H:9]([CH2:15][C:16]1[CH:25]=[CH:24][C:23]3[C:18](=[CH:19][CH:20]=[CH:21][CH:22]=3)[CH:17]=1)[NH:8][CH2:7][CH2:6]2, predict the reactants needed to synthesize it. The reactants are: [CH3:1][O:2][C:3]1[CH:4]=[C:5]2[C:10](=[CH:11][C:12]=1[O:13][CH3:14])[CH:9]([CH2:15][C:16]1[CH:25]=[CH:24][C:23]3[C:18](=[CH:19][CH:20]=[CH:21][CH:22]=3)[CH:17]=1)[NH:8][CH2:7][CH2:6]2.C(N[C@H](C1C=CC=CC=1)C(O)=O)(=O)C.CC(C)=O. (7) Given the product [Cl:1][C:2]1[CH:7]=[C:6]([CH2:8][O:9][CH3:10])[CH:5]=[CH:4][C:3]=1[CH:24]1[CH2:13][C:23]1([F:35])[F:22], predict the reactants needed to synthesize it. The reactants are: [Cl:1][C:2]1[CH:7]=[C:6]([CH2:8][O:9][CH3:10])[CH:5]=[CH:4][C:3]=1C=C.[C:13]1(C)C=CC=CC=1.[F-].[Na+].[F:22][C:23]([F:35])(S(F)(=O)=O)[C:24](O[Si](C)(C)C)=O.